This data is from Full USPTO retrosynthesis dataset with 1.9M reactions from patents (1976-2016). The task is: Predict the reactants needed to synthesize the given product. (1) Given the product [CH3:2][O:3][C:4]1[CH:9]=[CH:8][C:7]([C:10]2[N:11]=[C:12]([S:25][CH3:26])[O:13][C:14]=2[C:15]2[CH:24]=[CH:23][C:18]([O:19][CH2:20][CH2:21][NH:22][C:33]([NH2:34])=[O:32])=[CH:17][CH:16]=2)=[CH:6][CH:5]=1, predict the reactants needed to synthesize it. The reactants are: Cl.[CH3:2][O:3][C:4]1[CH:9]=[CH:8][C:7]([C:10]2[N:11]=[C:12]([S:25][CH3:26])[O:13][C:14]=2[C:15]2[CH:24]=[CH:23][C:18]([O:19][CH2:20][CH2:21][NH2:22])=[CH:17][CH:16]=2)=[CH:6][CH:5]=1.C([O-])(=O)C.[Na+].[O-:32][C:33]#[N:34].[K+]. (2) Given the product [Cl:29][C:26]1[CH:25]=[CH:24][C:23]([C:11]2[CH:10]=[N:9][NH:8][C:13](=[O:14])[C:12]=2[C:15]2[CH:16]=[CH:17][C:18]([C:19]#[N:20])=[CH:21][CH:22]=2)=[CH:28][CH:27]=1, predict the reactants needed to synthesize it. The reactants are: C([N:8]1[C:13](=[O:14])[C:12]([C:15]2[CH:22]=[CH:21][C:18]([C:19]#[N:20])=[CH:17][CH:16]=2)=[C:11]([C:23]2[CH:28]=[CH:27][C:26]([Cl:29])=[CH:25][CH:24]=2)[CH:10]=[N:9]1)C1C=CC=CC=1.[Al+3].[Cl-].[Cl-].[Cl-]. (3) Given the product [NH2:11][C:12]1[N:16]([CH3:17])[C:15](=[O:18])[C:14]([C:31]2[CH:32]=[CH:33][CH:34]=[C:35]([C:7]3[C:2]([F:1])=[N:3][CH:4]=[CH:5][CH:6]=3)[CH:36]=2)([C:19]2[CH:23]=[C:22]([C:24](=[O:27])[CH2:25][CH3:26])[N:21]([CH2:28][CH2:29][CH3:30])[CH:20]=2)[N:13]=1, predict the reactants needed to synthesize it. The reactants are: [F:1][C:2]1[C:7](B(O)O)=[CH:6][CH:5]=[CH:4][N:3]=1.[NH2:11][C:12]1[N:16]([CH3:17])[C:15](=[O:18])[C:14]([C:31]2[CH:36]=[CH:35][CH:34]=[C:33](Br)[CH:32]=2)([C:19]2[CH:23]=[C:22]([C:24](=[O:27])[CH2:25][CH3:26])[N:21]([CH2:28][CH2:29][CH3:30])[CH:20]=2)[N:13]=1.